Predict which catalyst facilitates the given reaction. From a dataset of Catalyst prediction with 721,799 reactions and 888 catalyst types from USPTO. (1) Reactant: [Br:1][C:2]1[CH:8]=[CH:7][C:5]([NH2:6])=[CH:4][C:3]=1[O:9][CH2:10][CH2:11][N:12]1[CH2:17][CH2:16][CH2:15][CH2:14][CH2:13]1.Br[CH2:19][CH2:20][CH2:21][CH2:22]Br.C(N(C(C)C)CC)(C)C.C1(C)C=CC=CC=1. Product: [Br:1][C:2]1[CH:8]=[CH:7][C:5]([N:6]2[CH2:22][CH2:21][CH2:20][CH2:19]2)=[CH:4][C:3]=1[O:9][CH2:10][CH2:11][N:12]1[CH2:17][CH2:16][CH2:15][CH2:14][CH2:13]1. The catalyst class is: 6. (2) Product: [F:25][CH:26]([F:47])[C:27]1[CH:28]=[C:29]([NH:34][C:35]([C:37]2[N:41]([CH3:42])[CH:40]=[C:39]([S:43](=[O:45])(=[O:44])[NH:54][C:50]3([CH3:49])[CH2:53][O:52][CH2:51]3)[CH:38]=2)=[O:36])[CH:30]=[CH:31][C:32]=1[F:33]. Reactant: ClS(C1C=C(C(Cl)=O)N(C)C=1)(=O)=O.FC(F)C1C=C(C=CC=1F)N.[F:25][CH:26]([F:47])[C:27]1[CH:28]=[C:29]([NH:34][C:35]([C:37]2[N:41]([CH3:42])[CH:40]=[C:39]([S:43](Cl)(=[O:45])=[O:44])[CH:38]=2)=[O:36])[CH:30]=[CH:31][C:32]=1[F:33].Cl.[CH3:49][C:50]1([NH2:54])[CH2:53][O:52][CH2:51]1.CCN(C(C)C)C(C)C. The catalyst class is: 308.